Dataset: Forward reaction prediction with 1.9M reactions from USPTO patents (1976-2016). Task: Predict the product of the given reaction. (1) Given the reactants Br[C:2]1[CH:14]=[C:13]([N+:15]([O-:17])=[O:16])[CH:12]=[CH:11][C:3]=1/[N:4]=[C:5]1/[C:6](Cl)=[N:7]S[S:9]/1, predict the reaction product. The product is: [N+:15]([C:13]1[CH:12]=[CH:11][C:3]2[N:4]=[C:5]([C:6]#[N:7])[S:9][C:2]=2[CH:14]=1)([O-:17])=[O:16]. (2) Given the reactants Br[CH2:2][C:3]1[O:4][C:5]([C:12]2[CH:17]=[CH:16][C:15]([C:18]([F:21])([F:20])[F:19])=[CH:14][CH:13]=2)=[CH:6][C:7]=1[C:8]([O:10]C)=O.[CH3:22][NH:23][CH:24]1[CH2:29][CH2:28][CH2:27][CH2:26][CH2:25]1, predict the reaction product. The product is: [CH:24]1([N:23]([CH2:2][C:3]2[O:4][C:5]([C:12]3[CH:17]=[CH:16][C:15]([C:18]([F:21])([F:20])[F:19])=[CH:14][CH:13]=3)=[CH:6][C:7]=2[CH2:8][OH:10])[CH3:22])[CH2:29][CH2:28][CH2:27][CH2:26][CH2:25]1. (3) The product is: [Cl:8][C:6]1[CH:5]=[CH:4][N:3]=[C:2]([N:1]([C:17]([O:19][C:15]2[CH:14]=[CH:22][CH:21]=[CH:20][CH:25]=2)=[O:18])[C:17](=[O:18])[O:19][C:20]2[CH:25]=[CH:24][CH:23]=[CH:22][CH:21]=2)[CH:7]=1. Given the reactants [NH2:1][C:2]1[CH:7]=[C:6]([Cl:8])[CH:5]=[CH:4][N:3]=1.C(N([CH2:14][CH3:15])CC)C.Cl[C:17]([O:19][C:20]1[CH:25]=[CH:24][CH:23]=[CH:22][CH:21]=1)=[O:18], predict the reaction product. (4) Given the reactants CN(C)C=O.Br[C:7]1[CH:8]=[N:9][C:10]([Cl:13])=[N:11][CH:12]=1.[CH3:14][O:15][C:16]([C:18]1[CH:19]=[C:20](B(O)O)[CH:21]=[CH:22][CH:23]=1)=[O:17].C(=O)([O-])[O-].[Na+].[Na+], predict the reaction product. The product is: [Cl:13][C:10]1[N:9]=[CH:8][C:7]([C:22]2[CH:23]=[C:18]([CH:19]=[CH:20][CH:21]=2)[C:16]([O:15][CH3:14])=[O:17])=[CH:12][N:11]=1. (5) The product is: [Cl:1][C:2]1[CH:3]=[C:4]([CH:20]=[CH:21][C:22]=1[Cl:23])[CH2:5][NH:6][C:7]([NH:8][C:9]1[S:10][CH:11]=[C:12]([CH2:14][OH:15])[N:13]=1)=[O:19]. Given the reactants [Cl:1][C:2]1[CH:3]=[C:4]([CH:20]=[CH:21][C:22]=1[Cl:23])[CH2:5][NH:6][C:7](=[O:19])[NH:8][C:9]1[S:10][CH:11]=[C:12]([C:14](OCC)=[O:15])[N:13]=1.B([O-])[O-].[Li+].[Li+].C1COCC1.O.O.O.O.O.O.O.O.O.O.S([O-])([O-])(=O)=O.[Na+].[Na+], predict the reaction product.